This data is from Catalyst prediction with 721,799 reactions and 888 catalyst types from USPTO. The task is: Predict which catalyst facilitates the given reaction. (1) Reactant: [CH3:1][C:2]1([CH3:24])[O:6][CH:5]([CH2:7][C:8]2[C:13]([O:14][CH3:15])=[CH:12][CH:11]=[CH:10][C:9]=2[CH2:16][NH:17][CH:18]2[CH2:23][CH2:22][NH:21][CH2:20][CH2:19]2)[CH2:4][O:3]1.[C:25](O)(=[O:27])[CH3:26].C(N(C(C)C)CC)(C)C.F[P-](F)(F)(F)(F)F.N1(O[P+](N(C)C)(N(C)C)N(C)C)C2C=CC=CC=2N=N1. Product: [C:25]([N:21]1[CH2:20][CH2:19][CH:18]([NH:17][CH2:16][C:9]2[CH:10]=[CH:11][CH:12]=[C:13]([O:14][CH3:15])[C:8]=2[CH2:7][CH:5]2[CH2:4][O:3][C:2]([CH3:24])([CH3:1])[O:6]2)[CH2:23][CH2:22]1)(=[O:27])[CH3:26]. The catalyst class is: 4. (2) Reactant: C([O:4][C@@H:5]1[C@@H:10]([O:11]C(=O)C)[C@@H:9]([O:15]C(=O)C)[C@@H:8]([CH2:19][O:20]C(=O)C)[O:7][C@H:6]1[O:24][C:25]1[C:29]([CH2:30][C:31]2[CH:36]=[CH:35][C:34]([CH2:37][CH2:38][CH2:39][C:40](=[O:63])[NH:41][C:42]([C:45]([N:47]3[CH2:52][CH2:51][N:50]([C:53]([O:55][CH2:56][C:57]4[CH:62]=[CH:61][CH:60]=[CH:59][CH:58]=4)=[O:54])[CH2:49][CH2:48]3)=[O:46])([CH3:44])[CH3:43])=[CH:33][CH:32]=2)=[C:28]([CH:64]([CH3:66])[CH3:65])[NH:27][N:26]=1)(=O)C.C[O-].[Na+].C(O)(=O)C. Product: [CH2:56]([O:55][C:53]([N:50]1[CH2:49][CH2:48][N:47]([C:45]([C:42]([NH:41][C:40]([CH2:39][CH2:38][CH2:37][C:34]2[CH:35]=[CH:36][C:31]([CH2:30][C:29]3[C:25]([O:24][C@@H:6]4[O:7][C@H:8]([CH2:19][OH:20])[C@H:9]([OH:15])[C@H:10]([OH:11])[C@H:5]4[OH:4])=[N:26][NH:27][C:28]=3[CH:64]([CH3:66])[CH3:65])=[CH:32][CH:33]=2)=[O:63])([CH3:43])[CH3:44])=[O:46])[CH2:52][CH2:51]1)=[O:54])[C:57]1[CH:58]=[CH:59][CH:60]=[CH:61][CH:62]=1. The catalyst class is: 5. (3) Reactant: O=P(Cl)(Cl)Cl.[NH2:6][C:7]1[CH:8]=[N:9][CH:10]=[C:11]([F:38])[C:12]=1[C:13]#[C:14][C@H:15]1[CH2:20][N:19]([C:21]([O:23][C:24]([CH3:27])([CH3:26])[CH3:25])=[O:22])[CH2:18][CH2:17][N:16]1[C:28]([O:30][CH2:31][C:32]1[CH:37]=[CH:36][CH:35]=[CH:34][CH:33]=1)=[O:29].[F:39][C:40]1[CH:41]=[C:42]([C@H:47]([C:52]2[CH:57]=[CH:56][C:55]([F:58])=[CH:54][CH:53]=2)[CH2:48][C:49](O)=[O:50])[CH:43]=[C:44]([F:46])[CH:45]=1.C([O-])(O)=O.[Na+]. Product: [F:39][C:40]1[CH:41]=[C:42]([C@H:47]([C:52]2[CH:57]=[CH:56][C:55]([F:58])=[CH:54][CH:53]=2)[CH2:48][C:49]([NH:6][C:7]2[CH:8]=[N:9][CH:10]=[C:11]([F:38])[C:12]=2[C:13]#[C:14][C@H:15]2[CH2:20][N:19]([C:21]([O:23][C:24]([CH3:26])([CH3:25])[CH3:27])=[O:22])[CH2:18][CH2:17][N:16]2[C:28]([O:30][CH2:31][C:32]2[CH:33]=[CH:34][CH:35]=[CH:36][CH:37]=2)=[O:29])=[O:50])[CH:43]=[C:44]([F:46])[CH:45]=1. The catalyst class is: 300. (4) Reactant: [NH2:1][C:2]1[CH2:7][CH2:6][CH2:5][CH2:4][C:3]=1[C:8]([O:10][CH2:11][CH3:12])=[O:9].P(Cl)(Cl)Cl.[N:17]1[C:26]2[C:21](=[CH:22][CH:23]=[CH:24][CH:25]=2)[CH:20]=[CH:19][C:18]=1[N:27]1[CH2:32][CH2:31][N:30]([CH:33]([CH3:40])[CH2:34][CH2:35][CH2:36][C:37](O)=[O:38])[CH2:29][CH2:28]1. Product: [N:17]1[C:26]2[C:21](=[CH:22][CH:23]=[CH:24][CH:25]=2)[CH:20]=[CH:19][C:18]=1[N:27]1[CH2:28][CH2:29][N:30]([CH:33]([CH3:40])[CH2:34][CH2:35][CH2:36][C:37]([NH:1][C:2]2[CH2:7][CH2:6][CH2:5][CH2:4][C:3]=2[C:8]([O:10][CH2:11][CH3:12])=[O:9])=[O:38])[CH2:31][CH2:32]1. The catalyst class is: 17. (5) Reactant: [C:1]1([NH2:8])[CH:6]=[CH:5][CH:4]=[CH:3][C:2]=1[NH2:7].[CH2:9]1[CH2:29][N:28]2[C:12]3[C:13](C[CH2:26][CH2:27]2)=[C:14]2[O:21][C:19](=[O:20])[C:18]([C:22](O)=O)=[CH:17][C:15]2=[CH:16][C:11]=3C1.S(OS(C(F)(F)F)(=O)=O)(C(F)(F)F)(=O)=O.C1(P(=O)(C2C=CC=CC=2)C2C=CC=CC=2)C=CC=CC=1. Product: [CH3:9][CH2:29][N:28]([C:12]1[CH:11]=[CH:16][C:15]2[CH:17]=[C:18]([C:22]3[NH:8][C:1]4[C:2](=[CH:3][CH:4]=[CH:5][CH:6]=4)[N:7]=3)[C:19]([O:21][C:14]=2[CH:13]=1)=[O:20])[CH2:27][CH3:26]. The catalyst class is: 2. (6) Reactant: C[O:2][CH:3](OC)[CH:4]1[O:8][CH2:7][CH:6]([N:9]2[C:13]3[N:14]=[CH:15][N:16]=[C:17]([NH2:18])[C:12]=3[C:11]([C:19]3[CH:24]=[CH:23][C:22]([CH3:25])=[CH:21][CH:20]=3)=[CH:10]2)[CH2:5]1.C(O)(C(F)(F)F)=O.O.[OH-].[Na+].[BH4-].[Na+]. Product: [NH2:18][C:17]1[C:12]2[C:11]([C:19]3[CH:20]=[CH:21][C:22]([CH3:25])=[CH:23][CH:24]=3)=[CH:10][N:9]([CH:6]3[CH2:7][O:8][CH:4]([CH2:3][OH:2])[CH2:5]3)[C:13]=2[N:14]=[CH:15][N:16]=1. The catalyst class is: 12. (7) Reactant: [NH2:1][C:2]1[CH:3]=[C:4]([C:17]2[C:18]([C:24]([OH:26])=[O:25])=[CH:19][C:20]([Cl:23])=[CH:21][CH:22]=2)[CH:5]=[CH:6][C:7]=1[N:8]([CH2:13][CH:14]([CH3:16])[CH3:15])[CH2:9][CH:10]([CH3:12])[CH3:11].[Cl:27][C:28]1[CH:33]=[CH:32][C:31]([N:34]=[C:35]=[O:36])=[C:30]([F:37])[CH:29]=1. Product: [Cl:23][C:20]1[CH:19]=[C:18]([C:24]([OH:26])=[O:25])[C:17]([C:4]2[CH:5]=[CH:6][C:7]([N:8]([CH2:9][CH:10]([CH3:12])[CH3:11])[CH2:13][CH:14]([CH3:15])[CH3:16])=[C:2]([NH:1][C:35]([NH:34][C:31]3[CH:32]=[CH:33][C:28]([Cl:27])=[CH:29][C:30]=3[F:37])=[O:36])[CH:3]=2)=[CH:22][CH:21]=1. The catalyst class is: 1.